From a dataset of Forward reaction prediction with 1.9M reactions from USPTO patents (1976-2016). Predict the product of the given reaction. (1) Given the reactants [O:1]1[CH:5]=[CH:4][C:3]([CH:6]=O)=[CH:2]1.[C:8]([O-])([O-])=O.[K+].[K+].[N:14]([C:17]1[CH:18]=[C:19]([CH:40]=[CH:41][C:42]=1[CH3:43])[C:20]([NH:22][C:23]1[CH:28]=[C:27]([C:29]([CH3:32])([CH3:31])[CH3:30])[CH:26]=[C:25]([NH:33][S:34]([CH3:37])(=[O:36])=[O:35])[C:24]=1[O:38][CH3:39])=[O:21])=[N+:15]=[N-:16].O=C1O[C@H]([C@H](CO)O)C([O-])=C1O.[Na+], predict the reaction product. The product is: [C:29]([C:27]1[CH:26]=[C:25]([NH:33][S:34]([CH3:37])(=[O:35])=[O:36])[C:24]([O:38][CH3:39])=[C:23]([NH:22][C:20](=[O:21])[C:19]2[CH:40]=[CH:41][C:42]([CH3:43])=[C:17]([N:14]3[CH:8]=[C:6]([C:3]4[CH:4]=[CH:5][O:1][CH:2]=4)[N:16]=[N:15]3)[CH:18]=2)[CH:28]=1)([CH3:31])([CH3:32])[CH3:30]. (2) Given the reactants Cl.Cl.[N:3]1[CH:8]=[CH:7][C:6]([CH2:9][O:10][C:11]2[C:12]([N:16]3[CH2:21][CH2:20][NH:19][CH2:18][CH2:17]3)=[N:13][S:14][N:15]=2)=[CH:5][CH:4]=1.C(N(CC)CC)C.[N:29]([C:32]1[CH:37]=[C:36]([C:38]([F:41])([F:40])[F:39])[CH:35]=[C:34]([C:42]([F:45])([F:44])[F:43])[CH:33]=1)=[C:30]=[O:31], predict the reaction product. The product is: [F:39][C:38]([F:40])([F:41])[C:36]1[CH:37]=[C:32]([NH:29][C:30]([N:19]2[CH2:20][CH2:21][N:16]([C:12]3[C:11]([O:10][CH2:9][C:6]4[CH:7]=[CH:8][N:3]=[CH:4][CH:5]=4)=[N:15][S:14][N:13]=3)[CH2:17][CH2:18]2)=[O:31])[CH:33]=[C:34]([C:42]([F:45])([F:43])[F:44])[CH:35]=1. (3) Given the reactants [CH3:1][C:2]1([CH3:29])[O:7][CH2:6][CH2:5][N:4]([C:8]([N:10]2[CH2:15][CH:14]([C:16]3[CH:21]=[CH:20][C:19]([C:22]([F:25])([F:24])[F:23])=[CH:18][CH:17]=3)[CH2:13][CH:12]([C:26](O)=[O:27])[CH2:11]2)=[O:9])[CH2:3]1.O[NH:31][C:32](=[NH:36])[CH:33]([CH3:35])[CH3:34], predict the reaction product. The product is: [CH3:29][C:2]1([CH3:1])[O:7][CH2:6][CH2:5][N:4]([C:8]([N:10]2[CH2:15][CH:14]([C:16]3[CH:17]=[CH:18][C:19]([C:22]([F:23])([F:24])[F:25])=[CH:20][CH:21]=3)[CH2:13][CH:12]([C:26]3[O:27][N:36]=[C:32]([CH:33]([CH3:35])[CH3:34])[N:31]=3)[CH2:11]2)=[O:9])[CH2:3]1. (4) Given the reactants [CH3:1][O:2][C:3]1[CH:4]=[C:5]([CH:7]=[CH:8][CH:9]=1)[NH2:6].[Cl:10][C:11]1[CH:19]=[CH:18][C:14]([C:15](Cl)=[O:16])=[CH:13][N:12]=1.ClC1C=CC(C(NC2C=CC(I)=C(C)C=2)=O)=CN=1, predict the reaction product. The product is: [Cl:10][C:11]1[CH:19]=[CH:18][C:14]([C:15]([NH:6][C:5]2[CH:7]=[CH:8][CH:9]=[C:3]([O:2][CH3:1])[CH:4]=2)=[O:16])=[CH:13][N:12]=1. (5) Given the reactants N[C:2]1[CH:7]=[CH:6][CH:5]=[CH:4][CH:3]=1.[N+:8]([O-:11])(O)=[O:9], predict the reaction product. The product is: [N+:8]([C:2]1[CH:7]=[CH:6][CH:5]=[CH:4][CH:3]=1)([O-:11])=[O:9].